This data is from Experimentally validated miRNA-target interactions with 360,000+ pairs, plus equal number of negative samples. The task is: Binary Classification. Given a miRNA mature sequence and a target amino acid sequence, predict their likelihood of interaction. (1) The miRNA is hsa-miR-548m with sequence CAAAGGUAUUUGUGGUUUUUG. The protein sequence of the target gene is MSSCASLGGPVPLPPPGPSAALTSGAPARALHVELPSQQRRLRHLRNIAARNIVNRNGHQLLDTYFTLHLCDNEKIFKEFYRSEVIKNSLNPTWRSLDFGIMPDRLDTSVSCFVVKIWGGKEEAFQLLIEWKVYLDGLKYLGQQIHARNQNEIIFGLNDGYYGAPCEHKGHPNAQKNLLQVDQNCVRNSYDVFSLLRLHRAQCAIKQTQVTVQRLGKEIEEKLRLTSTSNELKKESECLRLKILVLRNELERQKKALGREVAFLHKQQMALQDKGSAFSTEHGKLQLQKDSLSELRKECT.... Result: 0 (no interaction). (2) The miRNA is hsa-miR-125a-5p with sequence UCCCUGAGACCCUUUAACCUGUGA. The protein sequence of the target gene is MSLYDDLGVETSDSKTEGWSKNFKLLQSQLQVKKAALTQAKSQRTKQSTVLAPVIDLKRGGSSDDRQIVDTPPHVAAGLKDPVPSGFSAGEVLIPLADEYDPMFPNDYEKVVKRQREERQRQRELERQKEIEEREKRRKDRHEASGFARRPDPDSDEDEDYERERRKRSMGGAAIAPPTSLVEKDKELPRDFPYEEDSRPRSQSSKAAIPPPVYEEQDRPRSPTGPSNSFLANMGGTVAHKIMQKYGFREGQGLGKHEQGLSTALSVEKTSKRGGKIIVGDATEKDASKKSDSNPLTEIL.... Result: 1 (interaction). (3) The miRNA is hsa-miR-5698 with sequence UGGGGGAGUGCAGUGAUUGUGG. The protein sequence of the target gene is MATYLEFIQQNEERDGVRFSWNVWPSSRLEATRMVVPLACLLTPLKERPDLPPVQYEPVLCSRPTCKAVLNPLCQVDYRAKLWACNFCFQRNQFPPAYGGISEVNQPAELMPQFSTIEYVIQRGAQSPLIFLYVVDTCLEEDDLQALKESLQMSLSLLPPDALVGLITFGRMVQVHELSCEGISKSYVFRGTKDLTAKQIQDMLGLTKPAMPMQQARPAQPQEHPFASSRFLQPVHKIDMNLTDLLGELQRDPWPVTQGKRPLRSTGVALSIAVGLLEGTFPNTGARIMLFTGGPPTQGP.... Result: 1 (interaction). (4) The miRNA is hsa-miR-26b-5p with sequence UUCAAGUAAUUCAGGAUAGGU. The protein sequence of the target gene is MFPFGPHSPGGDGSAGAGAEEPTPHEGQAAATGPPSPLHPGADATHPPPPARSPRRPGAPSLSPAPRSGELGLPGAPESSTASAPGEPSPPSPPCRRPGPDCRAKSRGRHGLGAGLGGPGARLFGWLKERSLGRGLFVDPARDNFRTMTSLYGSIHPADSVYLSTRTHGAVFNLEYSPDGSVLTVACEQTEVLLFDPISSKHIKTLSEAHEDCVNNIRFLDNRLFATCSDDTTIALWDLRKLNTKVCTLHGHTSWVKNIEYDTNTRLLVTSGFDGNVIIWDTNRYTEDGCPHKKFFHTRF.... Result: 1 (interaction).